The task is: Predict which catalyst facilitates the given reaction.. This data is from Catalyst prediction with 721,799 reactions and 888 catalyst types from USPTO. (1) Reactant: [CH3:1][O:2][C:3]1[CH:8]=[C:7]([N:9]2[CH2:14][CH2:13][N:12]([CH3:15])[CH2:11][CH2:10]2)[C:6]([N+:16]([O-])=O)=[CH:5][C:4]=1[NH:19][C:20]1[N:25]=[C:24]([C:26]2[C:34]3[C:29](=[CH:30][CH:31]=[CH:32][CH:33]=3)[N:28]([CH3:35])[CH:27]=2)[CH:23]=[CH:22][N:21]=1.[NH4+].[Cl-]. Product: [CH3:1][O:2][C:3]1[CH:8]=[C:7]([N:9]2[CH2:14][CH2:13][N:12]([CH3:15])[CH2:11][CH2:10]2)[C:6]([NH2:16])=[CH:5][C:4]=1[NH:19][C:20]1[N:25]=[C:24]([C:26]2[C:34]3[C:29](=[CH:30][CH:31]=[CH:32][CH:33]=3)[N:28]([CH3:35])[CH:27]=2)[CH:23]=[CH:22][N:21]=1. The catalyst class is: 190. (2) Reactant: [H-].[Na+].[F:3][C:4]1[CH:9]=[CH:8][C:7]([N:10]2[C:19](=[O:20])[CH2:18][C:17]3[C:12](=[CH:13][CH:14]=[C:15]([C:21]([O:23][CH3:24])=[O:22])[CH:16]=3)[C:11]2=[O:25])=[CH:6][CH:5]=1.[F:26][C:27]([F:47])([F:46])[S:28](N(C1C=CC(Cl)=CN=1)[S:28]([C:27]([F:47])([F:46])[F:26])(=[O:30])=[O:29])(=[O:30])=[O:29]. The catalyst class is: 7. Product: [F:3][C:4]1[CH:5]=[CH:6][C:7]([N:10]2[C:19]([O:20][S:28]([C:27]([F:47])([F:46])[F:26])(=[O:30])=[O:29])=[CH:18][C:17]3[C:12](=[CH:13][CH:14]=[C:15]([C:21]([O:23][CH3:24])=[O:22])[CH:16]=3)[C:11]2=[O:25])=[CH:8][CH:9]=1. (3) Reactant: [NH2:1][C:2]1[S:3][C:4]([CH3:11])=[CH:5][C:6]=1[C:7]([O:9]C)=O.Cl[C:13](Cl)([O:15]C(=O)OC(Cl)(Cl)Cl)Cl.C(N(CC)CC)C.Cl.[NH2:32][CH2:33][C:34]([C:36]1[CH:41]=[CH:40][C:39]([O:42][CH3:43])=[CH:38][CH:37]=1)=[O:35]. Product: [CH3:43][O:42][C:39]1[CH:40]=[CH:41][C:36]([C:34](=[O:35])[CH2:33][N:32]2[C:7](=[O:9])[C:6]3[CH:5]=[C:4]([CH3:11])[S:3][C:2]=3[NH:1][C:13]2=[O:15])=[CH:37][CH:38]=1. The catalyst class is: 2. (4) Reactant: [Br:1][C:2]1[CH:7]=[CH:6][C:5]([S:8](Cl)(=[O:10])=[O:9])=[CH:4][CH:3]=1.[NH2:12][C:13]1[CH:18]=[CH:17][N:16]=[C:15]([Cl:19])[CH:14]=1. Product: [Br:1][C:2]1[CH:7]=[CH:6][C:5]([S:8]([NH:12][C:13]2[CH:18]=[CH:17][N:16]=[C:15]([Cl:19])[CH:14]=2)(=[O:10])=[O:9])=[CH:4][CH:3]=1. The catalyst class is: 529. (5) Reactant: [Br:1][C:2]1[C:3]([N:9]2[CH2:14][CH2:13][O:12][CH2:11][CH:10]2[C:15]([OH:17])=O)=[N:4][C:5]([Cl:8])=[N:6][CH:7]=1.ON1C2C=CC=CC=2N=N1.[C@@H:28]1([NH2:37])[C:36]2[C:31](=[CH:32][CH:33]=[CH:34][CH:35]=2)[CH2:30][CH2:29]1.Cl.C(N=C=NCCCN(C)C)C. Product: [Br:1][C:2]1[C:3]([N:9]2[CH2:14][CH2:13][O:12][CH2:11][CH:10]2[C:15]([NH:37][C@@H:28]2[C:36]3[C:31](=[CH:32][CH:33]=[CH:34][CH:35]=3)[CH2:30][CH2:29]2)=[O:17])=[N:4][C:5]([Cl:8])=[N:6][CH:7]=1. The catalyst class is: 12. (6) Reactant: [OH-].[K+].C[O:4][C:5](=[O:33])[CH2:6][NH:7][C:8]1[CH:13]=[C:12]([C:14]2[C:26]3[C:25]([CH3:27])=[C:24]([CH3:28])[S:23][C:22]=3[C:21]([Br:29])=[C:20]3[C:15]=2[CH:16]=[CH:17][CH:18]=[CH:19]3)[CH:11]=[C:10]([Br:30])[C:9]=1[O:31][CH3:32]. Product: [Br:30][C:10]1[C:9]([O:31][CH3:32])=[C:8]([NH:7][CH2:6][C:5]([OH:33])=[O:4])[CH:13]=[C:12]([C:14]2[C:26]3[C:25]([CH3:27])=[C:24]([CH3:28])[S:23][C:22]=3[C:21]([Br:29])=[C:20]3[C:15]=2[CH:16]=[CH:17][CH:18]=[CH:19]3)[CH:11]=1. The catalyst class is: 36.